From a dataset of Catalyst prediction with 721,799 reactions and 888 catalyst types from USPTO. Predict which catalyst facilitates the given reaction. (1) Reactant: [NH2:1][C:2]1[CH:3]=[C:4]([CH:9]=[C:10]([C:12]2[N:16]([CH3:17])[N:15]=[N:14][N:13]=2)[CH:11]=1)[C:5](OC)=[O:6].[H-].[H-].[H-].[H-].[Li+].[Al+3]. Product: [NH2:1][C:2]1[CH:3]=[C:4]([CH2:5][OH:6])[CH:9]=[C:10]([C:12]2[N:16]([CH3:17])[N:15]=[N:14][N:13]=2)[CH:11]=1. The catalyst class is: 1. (2) Product: [O:11]1[CH2:12][CH2:13][CH2:14][CH2:15][CH:16]1[O:6][C:5](=[O:7])[CH:4]([CH2:1][CH:2]=[CH2:3])[C:8]([O:10][CH:33]1[CH2:32][CH2:31][CH2:30][CH2:29][O:24]1)=[O:9]. Reactant: [CH2:1]([CH:4]([C:8]([OH:10])=[O:9])[C:5]([OH:7])=[O:6])[CH:2]=[CH2:3].[O:11]1[CH:16]=[CH:15][CH2:14][CH2:13][CH2:12]1.[C:31]1(C)[CH:32]=[CH:33]C(S(O)(=[O:24])=[O:24])=[CH:29][CH:30]=1.N1[CH:33]=[CH:32][CH:31]=[CH:30][CH:29]=1. The catalyst class is: 4. (3) Reactant: [Cl:1][C:2]1[N:3]=[CH:4][CH:5]=[C:6]2[C:10]([C:11]([OH:13])=O)=[CH:9][N:8]([CH2:14][CH2:15][O:16][CH3:17])[C:7]=12.C(C1NC=CN=1)(C1NC=CN=1)=O.[F:30][C:31]([F:50])([F:49])[C:32]([NH:34][CH2:35][C:36]1[CH:41]=[CH:40][C:39]([F:42])=[C:38]([CH:43]2[CH2:48][CH2:47][NH:46][CH2:45][CH2:44]2)[CH:37]=1)=[O:33]. Product: [Cl:1][C:2]1[N:3]=[CH:4][CH:5]=[C:6]2[C:10]([C:11]([N:46]3[CH2:47][CH2:48][CH:43]([C:38]4[CH:37]=[C:36]([CH:41]=[CH:40][C:39]=4[F:42])[CH2:35][NH:34][C:32](=[O:33])[C:31]([F:50])([F:49])[F:30])[CH2:44][CH2:45]3)=[O:13])=[CH:9][N:8]([CH2:14][CH2:15][O:16][CH3:17])[C:7]=12. The catalyst class is: 1.